Dataset: Drug-target binding data from BindingDB using IC50 measurements. Task: Regression. Given a target protein amino acid sequence and a drug SMILES string, predict the binding affinity score between them. We predict pIC50 (pIC50 = -log10(IC50 in M); higher means more potent). Dataset: bindingdb_ic50. (1) The small molecule is CCCCCCCCCCCCCCCCCCOCC(CCS(=O)(=O)c1ccc(C)cc1)NC(C)=O. The target protein (Q5R387) has sequence MKVIAILTLLLFCSPTHSSFWQFQRRVKHITGRSAFFSYYGYGCYCGLGDKGIPVDDTDRHSPSSPSPYEKLKEFSCQPVLNSYQFHIVNGAVVCGCTLGPGASCHCRLKACECDKQSVHCFKESLPTYEKNFKQFSSQPRCGRHKPWC. The pIC50 is 4.3. (2) The compound is CC(=O)O[C@H]1CC[C@@]2(C)C(=CCC3[C@@H]4CC[C@H]([C@H](C)C(=O)NCC[C@H](NC(=O)OC(C)(C)C)C(=O)O)[C@@]4(C)CC[C@@H]32)C1. The target protein (Q9LM02) has sequence MDLASNLGGKIDKSDVLTAVEKYEQYHVFHGGNEEERKANYTDMVNKYYDLATSFYEYGWGESFHFAQRWKGESLRESIKRHEHFLALQLGIQPGQKVLDVGCGIGGPLREIARFSNSVVTGLNNNEYQITRGKELNRLAGVDKTCNFVKADFMKMPFPENSFDAVYAIEATCHAPDAYGCYKEIYRVLKPGQCFAAYEWCMTDAFDPDNAEHQKIKGEIEIGDGLPDIRLTTKCLEALKQAGFEVIWEKDLAKDSPVPWYLPLDKNHFSLSSFRLTAVGRFITKNMVKILEYIRLAPQGSQRVSNFLEQAAEGLVDGGRREIFTPMYFFLARKPE. The pIC50 is 4.0. (3) The drug is O=C([O-])C[C@H](O)C[C@H](O)/C=C/C(=C(c1ccc(F)cc1)c1ccc(F)cc1)n1nnnc1-c1ccccc1. The pIC50 is 4.0. The target protein (Q01237) has sequence MLSRLFRMHGLFVASHPWEVIVGTVTLTICMMSMNMFTGNNKICGWNYECPKFEEDVLSSDIIILTITRCIAILYIYFQFQNLRQLGSKYILGIAGLFTIFSSFVFSTVVIHFLDKELTGLNEALPFFLLLIDLSRASALAKFALSSNSQDEVRENIARGMAILGPTFTLDALVECLVIGVGTMSGVRQLEIMCCFGCMSVLANYFVFMTFFPACVSLVLELSRESREGRPIWQLSHFARVLEEEENKPNPVTQRVKMIMSLGLVLVHAHSRWIADPSPQNSTAEQAKVSLGLDEDVSKRIEPSVSLWQFYLSKMISMDIEQVITLSLAFLLAVKYIFFEQAETESTLSLKNPITSPVVTSKKAQDNCCRREPLLVRRNQKLSSVEEDPGANQERKVEVIKPLVVEAETTSRATFVLGASVASPPSALGTQEPGIELPIEPRPNEECLQILENAEKGAKFLSDAEIIQLVNAKHIPAYKLETLMETHERGVSIRRQLLST....